From a dataset of Catalyst prediction with 721,799 reactions and 888 catalyst types from USPTO. Predict which catalyst facilitates the given reaction. (1) Reactant: [CH3:1][O:2][C:3]([C:5]1[CH2:9][C:8](O)([C:10]2[N:11]=[N:12][C:13]([O:16][CH3:17])=[CH:14][CH:15]=2)[N:7]([C:19]2[CH:20]=[N:21][CH:22]=[CH:23][CH:24]=2)[N:6]=1)=[O:4].C(N(CC)CC)C.CS(Cl)(=O)=O.CO. Product: [CH3:1][O:2][C:3]([C:5]1[CH:9]=[C:8]([C:10]2[N:11]=[N:12][C:13]([O:16][CH3:17])=[CH:14][CH:15]=2)[N:7]([C:19]2[CH:20]=[N:21][CH:22]=[CH:23][CH:24]=2)[N:6]=1)=[O:4]. The catalyst class is: 112. (2) Reactant: [Cl:1][C:2]1[CH:8]=[C:7]([C:9]([F:12])([F:11])[F:10])[CH:6]=[CH:5][C:3]=1[NH2:4].[Cl:13]C1C=CC(C(F)(F)F)=CC=1N.CN1CCCC1=O.S(Cl)(Cl)(=O)=O. Product: [Cl:1][C:2]1[CH:8]=[C:7]([C:9]([F:10])([F:11])[F:12])[CH:6]=[C:5]([Cl:13])[C:3]=1[NH2:4]. The catalyst class is: 159.